This data is from CYP1A2 inhibition data for predicting drug metabolism from PubChem BioAssay. The task is: Regression/Classification. Given a drug SMILES string, predict its absorption, distribution, metabolism, or excretion properties. Task type varies by dataset: regression for continuous measurements (e.g., permeability, clearance, half-life) or binary classification for categorical outcomes (e.g., BBB penetration, CYP inhibition). Dataset: cyp1a2_veith. (1) The molecule is COc1ccc(NC(=O)N2CC3(CCN(C(=O)c4cccc(F)c4)CC3)C2)cc1. The result is 0 (non-inhibitor). (2) The drug is COc1ccc(N2CCN(C(=S)Nc3cc(C)ccc3C)CC2)cc1. The result is 0 (non-inhibitor). (3) The compound is N=C(N)c1ccc(N)cc1. The result is 0 (non-inhibitor). (4) The drug is Cc1ccc(NC(C#N)c2ccccc2OCc2ccccc2)cc1. The result is 1 (inhibitor). (5) The compound is NC(N)=[N+]1CCc2ccccc2C1.NC(N)=[N+]1CCc2ccccc2C1.O=S(=O)([O-])[O-]. The result is 0 (non-inhibitor). (6) The molecule is CCOC(=O)CSc1n[nH]c(NC(=O)c2ccccc2)n1. The result is 1 (inhibitor). (7) The result is 1 (inhibitor). The drug is CCOC(=S)NC(=O)c1sc2ccccc2c1Cl.